Dataset: Full USPTO retrosynthesis dataset with 1.9M reactions from patents (1976-2016). Task: Predict the reactants needed to synthesize the given product. (1) Given the product [Cl:15][C:9]1[N:10]=[CH:11][N:12]=[C:13]([NH:28][S:25](=[O:26])(=[O:27])[NH:24][CH2:17][C:18]2[CH:23]=[CH:22][CH:21]=[CH:20][CH:19]=2)[C:8]=1[C:5]1[CH:4]=[CH:3][C:2]([Br:1])=[CH:7][CH:6]=1, predict the reactants needed to synthesize it. The reactants are: [Br:1][C:2]1[CH:7]=[CH:6][C:5]([C:8]2[C:9]([Cl:15])=[N:10][CH:11]=[N:12][C:13]=2Cl)=[CH:4][CH:3]=1.[K+].[CH2:17]([NH:24][S:25]([NH-:28])(=[O:27])=[O:26])[C:18]1[CH:23]=[CH:22][CH:21]=[CH:20][CH:19]=1. (2) Given the product [F:1][C:2]1([F:37])[O:6][C:5]2[CH:7]=[CH:8][C:9]([C:11]3([C:14]([NH:16][C@H:17]4[C:26]5[C:21](=[CH:22][C:23]([CH3:27])=[CH:24][CH:25]=5)[O:20][C@@H:19]([C:28]5[CH:36]=[CH:35][CH:34]=[C:30]([C:31]([N:62]6[CH2:66][CH2:65][C@@H:64]([OH:67])[CH2:63]6)=[O:32])[CH:29]=5)[CH2:18]4)=[O:15])[CH2:13][CH2:12]3)=[CH:10][C:4]=2[O:3]1, predict the reactants needed to synthesize it. The reactants are: [F:1][C:2]1([F:37])[O:6][C:5]2[CH:7]=[CH:8][C:9]([C:11]3([C:14]([NH:16][C@H:17]4[C:26]5[C:21](=[CH:22][C:23]([CH3:27])=[CH:24][CH:25]=5)[O:20][C@@H:19]([C:28]5[CH:29]=[C:30]([CH:34]=[CH:35][CH:36]=5)[C:31](O)=[O:32])[CH2:18]4)=[O:15])[CH2:13][CH2:12]3)=[CH:10][C:4]=2[O:3]1.CN(C(ON1N=NC2C=CC=NC1=2)=[N+](C)C)C.F[P-](F)(F)(F)(F)F.[NH:62]1[CH2:66][CH2:65][C@@H:64]([OH:67])[CH2:63]1. (3) Given the product [F:31][C:29]1[CH:30]=[C:25]([CH:22]2[CH2:21][CH2:20][CH:19]([CH:16]3[CH2:17][CH2:18][CH:13]([CH2:10][CH2:11][CH3:12])[CH2:14][CH2:15]3)[CH2:24][CH2:23]2)[CH:26]=[C:27]([F:33])[C:28]=1[N:32]=[C:1]=[S:2], predict the reactants needed to synthesize it. The reactants are: [C:1](Cl)(Cl)=[S:2].N1C=CN=C1.[CH2:10]([CH:13]1[CH2:18][CH2:17][CH:16]([CH:19]2[CH2:24][CH2:23][CH:22]([C:25]3[CH:30]=[C:29]([F:31])[C:28]([NH2:32])=[C:27]([F:33])[CH:26]=3)[CH2:21][CH2:20]2)[CH2:15][CH2:14]1)[CH2:11][CH3:12]. (4) Given the product [CH:9]([N:12]([P:2]([Cl:1])[O:3][CH2:4][CH2:5][C:6]#[N:7])[CH:15]([CH3:17])[CH3:16])([CH3:11])[CH3:10], predict the reactants needed to synthesize it. The reactants are: [Cl:1][P:2](Cl)[O:3][CH2:4][CH2:5][C:6]#[N:7].[CH:9]([N:12]([CH:15]([CH3:17])[CH3:16])CC)([CH3:11])[CH3:10].C(NC(C)C)(C)C.